This data is from Reaction yield outcomes from USPTO patents with 853,638 reactions. The task is: Predict the reaction yield, written as a fraction of the theoretical maximum amount of product (1.0 means a 100% yield; for example, 0.34 means a 34% yield). (1) The yield is 0.820. The catalyst is CN(C)C=O. The product is [CH:18]([O:1][C:2]1[C:7]([CH:8]=[O:9])=[CH:6][CH:5]=[CH:4][C:3]=1[C:10]1[CH:11]=[CH:12][CH:13]=[CH:14][CH:15]=1)([CH3:20])[CH3:19]. The reactants are [OH:1][C:2]1[C:7]([CH:8]=[O:9])=[CH:6][CH:5]=[CH:4][C:3]=1[C:10]1[CH:15]=[CH:14][CH:13]=[CH:12][CH:11]=1.[H-].[Na+].[CH:18](Br)([CH3:20])[CH3:19].O. (2) The reactants are [C:1]([O:10][CH2:11][C:12]1[CH:17]=[CH:16][CH:15]=[CH:14][CH:13]=1)(=[O:9])[CH2:2][CH2:3][CH2:4][CH2:5][C:6]([O-:8])=O.[CH3:18][C:19]1([CH3:27])[CH2:24][C:23](=[O:25])[CH2:22][C:21](=[O:26])[CH2:20]1.C1(N=C=NC2CCCCC2)CCCCC1.CCOC(C)=O.CCCCCC. The catalyst is C(Cl)Cl.CN(C)C1C=CN=CC=1. The product is [OH:8][C:6](=[C:22]1[C:23](=[O:25])[CH2:24][C:19]([CH3:27])([CH3:18])[CH2:20][C:21]1=[O:26])[CH2:5][CH2:4][CH2:3][CH2:2][C:1]([O:10][CH2:11][C:12]1[CH:17]=[CH:16][CH:15]=[CH:14][CH:13]=1)=[O:9]. The yield is 0.840. (3) The reactants are [C:1]([O:4][C:5]1[CH:29]=[CH:28][C:8]([C:9]2[C:18](=[O:19])[C:17]3[C:12](=[C:13]([O:24][C:25](=[O:27])[CH3:26])[C:14]([O:20][C:21](=[O:23])[CH3:22])=[CH:15][CH:16]=3)[O:11][CH:10]=2)=[CH:7][CH:6]=1)(=[O:3])[CH3:2]. The catalyst is CO.[Pd]. The product is [C:1]([O:4][C:5]1[CH:29]=[CH:28][C:8]([CH:9]2[CH:18]([OH:19])[C:17]3[C:12](=[C:13]([O:24][C:25](=[O:27])[CH3:26])[C:14]([O:20][C:21](=[O:23])[CH3:22])=[CH:15][CH:16]=3)[O:11][CH2:10]2)=[CH:7][CH:6]=1)(=[O:3])[CH3:2]. The yield is 1.00. (4) The reactants are Br[C:2]1[CH:3]=[C:4]([N:22]([CH2:29][CH2:30][O:31][CH3:32])[CH:23]2[CH2:28][CH2:27][O:26][CH2:25][CH2:24]2)[C:5]([CH3:21])=[C:6]([CH:20]=1)[C:7]([NH:9][CH2:10][C:11]1[C:12](=[O:19])[NH:13][C:14]([CH3:18])=[CH:15][C:16]=1[CH3:17])=[O:8].[O:33]1[CH2:38][CH2:37][N:36]([CH2:39][C:40]2[CH:45]=[CH:44][C:43](B(O)O)=[CH:42][CH:41]=2)[CH2:35][CH2:34]1.C(=O)([O-])[O-].[Na+].[Na+]. The catalyst is O1CCOCC1.O. The product is [CH3:17][C:16]1[CH:15]=[C:14]([CH3:18])[NH:13][C:12](=[O:19])[C:11]=1[CH2:10][NH:9][C:7]([C:6]1[CH:20]=[C:2]([C:43]2[CH:42]=[CH:41][C:40]([CH2:39][N:36]3[CH2:37][CH2:38][O:33][CH2:34][CH2:35]3)=[CH:45][CH:44]=2)[CH:3]=[C:4]([N:22]([CH2:29][CH2:30][O:31][CH3:32])[CH:23]2[CH2:28][CH2:27][O:26][CH2:25][CH2:24]2)[C:5]=1[CH3:21])=[O:8]. The yield is 0.380. (5) The reactants are [F:1][C:2]1[CH:3]=[C:4]([CH:7]=[CH:8][CH:9]=1)[CH2:5][OH:6].[H-].[Na+].[C:12]([C:14]1[CH:21]=[CH:20][C:17]([CH2:18]Br)=[CH:16][CH:15]=1)#[N:13].[NH4+].[Cl-]. The catalyst is C1COCC1. The product is [F:1][C:2]1[CH:3]=[C:4]([CH:7]=[CH:8][CH:9]=1)[CH2:5][O:6][CH2:18][C:17]1[CH:20]=[CH:21][C:14]([C:12]#[N:13])=[CH:15][CH:16]=1. The yield is 0.810.